This data is from Forward reaction prediction with 1.9M reactions from USPTO patents (1976-2016). The task is: Predict the product of the given reaction. (1) Given the reactants [CH2:1]([O:3][C:4]([C:6]1[CH:7]=[C:8]([C:19](O)=[O:20])[CH:9]=[C:10]([C:12]2[CH:17]=[CH:16][C:15]([CH3:18])=[CH:14][CH:13]=2)[CH:11]=1)=[O:5])[CH3:2].Cl.CN(C)CCCN=C=NCC.O.ON1C2C=CC=CC=2N=N1.[CH3:45][NH:46][CH2:47][CH:48]([CH3:50])[CH3:49].C(N(CC)C(C)C)(C)C, predict the reaction product. The product is: [CH2:47]([N:46]([CH3:45])[C:19]([C:8]1[CH:7]=[C:6]([C:4]([O:3][CH2:1][CH3:2])=[O:5])[CH:11]=[C:10]([C:12]2[CH:17]=[CH:16][C:15]([CH3:18])=[CH:14][CH:13]=2)[CH:9]=1)=[O:20])[CH:48]([CH3:50])[CH3:49]. (2) Given the reactants [C:1]([O:5][C:6](=[O:20])[N:7]([C@H:9]([C:15]1[O:16]C=CC=1)[C@H:10]([CH3:14])[CH2:11][O:12][CH3:13])[CH3:8])([CH3:4])([CH3:3])[CH3:2].[OH2:21].C(Cl)(Cl)(Cl)Cl.CC#N, predict the reaction product. The product is: [C:1]([O:5][C:6]([N:7]([CH3:8])[C@@H:9]([C@H:10]([CH3:14])[CH2:11][O:12][CH3:13])[C:15]([OH:16])=[O:21])=[O:20])([CH3:2])([CH3:3])[CH3:4]. (3) Given the reactants [F:1][C:2]1[CH:10]=[C:9]([N:11]2[C:19]3[CH2:18][C:17]([CH3:21])([CH3:20])[CH2:16][C:15](=[O:22])[C:14]=3[C:13]([CH3:23])=[CH:12]2)[CH:8]=[C:7]([NH:24][C@H:25]2[CH2:29][CH2:28][CH2:27][C@@H:26]2[O:30]CC2C=CC=CC=2)[C:3]=1[C:4]([NH2:6])=[O:5], predict the reaction product. The product is: [F:1][C:2]1[CH:10]=[C:9]([N:11]2[C:19]3[CH2:18][C:17]([CH3:21])([CH3:20])[CH2:16][C:15](=[O:22])[C:14]=3[C:13]([CH3:23])=[CH:12]2)[CH:8]=[C:7]([NH:24][C@H:25]2[CH2:29][CH2:28][CH2:27][C@@H:26]2[OH:30])[C:3]=1[C:4]([NH2:6])=[O:5]. (4) Given the reactants [CH3:1][NH2:2].CO.[Cl:5][C:6]1[CH:19]=[C:18](F)[C:17]([N+:21]([O-:23])=[O:22])=[CH:16][C:7]=1[C:8]([NH:10][CH:11]1[CH2:15][CH2:14][CH2:13][CH2:12]1)=[O:9], predict the reaction product. The product is: [Cl:5][C:6]1[CH:19]=[C:18]([NH:2][CH3:1])[C:17]([N+:21]([O-:23])=[O:22])=[CH:16][C:7]=1[C:8]([NH:10][CH:11]1[CH2:15][CH2:14][CH2:13][CH2:12]1)=[O:9]. (5) Given the reactants [CH3:1][O:2][C:3]1[C:8]([NH2:9])=[CH:7][CH:6]=[CH:5][N:4]=1.[N:10]([C:13]1[C:21]2[N:20]=[CH:19][N:18]([CH3:22])[C:17]=2[CH:16]=[CH:15][CH:14]=1)=[C:11]=[S:12].COC1C=CN=CC=1NC(NC1C2N=CN(C)C=2C=CC=1)=S, predict the reaction product. The product is: [CH3:1][O:2][C:3]1[C:8]([NH:9][C:11]([NH:10][C:13]2[C:21]3[N:20]=[CH:19][N:18]([CH3:22])[C:17]=3[CH:16]=[CH:15][CH:14]=2)=[S:12])=[CH:7][CH:6]=[CH:5][N:4]=1. (6) The product is: [OH:2][C:3]1[CH:4]=[C:5]2[C:10](=[CH:11][C:12]=1[O:13][CH3:14])[N:9]=[CH:8][NH:7][C:6]2=[O:15]. Given the reactants C[O:2][C:3]1[CH:4]=[C:5]2[C:10](=[CH:11][C:12]=1[O:13][CH3:14])[N:9]=[CH:8][NH:7][C:6]2=[O:15].N[C@H](C(O)=O)CCSC.[OH-].[Na+], predict the reaction product. (7) Given the reactants [H-].[Na+].[C:3]([O:10][CH2:11][CH3:12])(=[O:9])[C:4]([O:6][CH2:7][CH3:8])=O.[Cl:13][C:14]1[CH:15]=[CH:16][C:17]([OH:23])=[C:18](C(=O)C)[CH:19]=1.S(=O)(=O)(O)O, predict the reaction product. The product is: [CH2:11]([O:10][C:3]([C:4]1[O:6][C:7]2[C:18]([C:17](=[O:23])[CH:16]=1)=[CH:19][C:14]([Cl:13])=[CH:15][CH:8]=2)=[O:9])[CH3:12].